Dataset: Full USPTO retrosynthesis dataset with 1.9M reactions from patents (1976-2016). Task: Predict the reactants needed to synthesize the given product. (1) Given the product [CH:1]1([CH2:6][CH:7]([N:11]2[C:16](=[O:17])[CH:15]=[C:14]([O:18][C:19]3[C:28]4[CH2:27][CH2:26][CH2:25][CH2:24][C:23]=4[CH:22]=[CH:21][CH:20]=3)[CH:13]=[N:12]2)[C:8]([NH:50][C:51]2[CH:55]=[CH:54][N:53]([CH2:56][C:57]([OH:59])([CH3:58])[CH3:60])[N:52]=2)=[O:10])[CH2:5][CH2:4][CH2:3][CH2:2]1, predict the reactants needed to synthesize it. The reactants are: [CH:1]1([CH2:6][CH:7]([N:11]2[C:16](=[O:17])[CH:15]=[C:14]([O:18][C:19]3[C:28]4[CH2:27][CH2:26][CH2:25][CH2:24][C:23]=4[CH:22]=[CH:21][CH:20]=3)[CH:13]=[N:12]2)[C:8]([OH:10])=O)[CH2:5][CH2:4][CH2:3][CH2:2]1.CN(C)CCCN=C=NCC.ON1C2C=CC=CC=2N=N1.[NH2:50][C:51]1[CH:55]=[CH:54][N:53]([CH2:56][C:57]([CH3:60])([OH:59])[CH3:58])[N:52]=1. (2) Given the product [Cl:47][C:48]1[CH:49]=[C:50]([C:55]2([C:72]([F:73])([F:74])[F:75])[O:76][CH:6]([OH:15])[CH:57]([C:58]3[CH:70]=[CH:69][C:61]([C:62]([O:64][C:65]([CH3:68])([CH3:67])[CH3:66])=[O:63])=[C:60]([CH3:71])[CH:59]=3)[CH2:56]2)[CH:51]=[C:52]([Cl:54])[CH:53]=1, predict the reactants needed to synthesize it. The reactants are: C(C1C=C(C(C)(C)C)C=C[C:6]=1[O:15]P(OC1C=CC(C(C)(C)C)=CC=1C(C)(C)C)OC1C=CC(C(C)(C)C)=CC=1C(C)(C)C)(C)(C)C.[Cl:47][C:48]1[CH:49]=[C:50]([C:55]([OH:76])([C:72]([F:75])([F:74])[F:73])/[CH:56]=[CH:57]/[C:58]2[CH:70]=[CH:69][C:61]([C:62]([O:64][C:65]([CH3:68])([CH3:67])[CH3:66])=[O:63])=[C:60]([CH3:71])[CH:59]=2)[CH:51]=[C:52]([Cl:54])[CH:53]=1.